From a dataset of Reaction yield outcomes from USPTO patents with 853,638 reactions. Predict the reaction yield, written as a fraction of the theoretical maximum amount of product (1.0 means a 100% yield; for example, 0.34 means a 34% yield). (1) The reactants are [C:1]([NH:11][C@@H:12]([C:16]([OH:18])=O)[CH:13]([CH3:15])[CH3:14])([O:3][CH2:4][C:5]1[CH:10]=[CH:9][CH:8]=[CH:7][CH:6]=1)=[O:2].CN1CCOCC1.[NH2:26][CH2:27][CH:28]([O:31][CH3:32])[O:29][CH3:30]. The catalyst is C1COCC1. The product is [CH3:30][O:29][CH:28]([O:31][CH3:32])[CH2:27][NH:26][C:16](=[O:18])[C@H:12]([NH:11][C:1](=[O:2])[O:3][CH2:4][C:5]1[CH:6]=[CH:7][CH:8]=[CH:9][CH:10]=1)[CH:13]([CH3:14])[CH3:15]. The yield is 0.995. (2) The reactants are [F:1][C:2]1[CH:7]=[CH:6][C:5]([C:8]2[CH:9]=[CH:10][CH:11]=[C:12]3[C:16]=2[N:15]([CH2:17][CH2:18][CH3:19])[N:14]=[C:13]3[C:20]2[CH:25]=[CH:24][C:23]([O:26]C)=[CH:22][CH:21]=2)=[CH:4][CH:3]=1.ClC1C=CC=C2C=1N(CCC)N=C2C1C=CC(OC)=CC=1.FC1C=CC([Mg]Br)=CC=1.Cl. The catalyst is O1CCOCC1.C1C=CC(/C=C/C(/C=C/C2C=CC=CC=2)=O)=CC=1.C1C=CC(/C=C/C(/C=C/C2C=CC=CC=2)=O)=CC=1.C1C=CC(/C=C/C(/C=C/C2C=CC=CC=2)=O)=CC=1.[Pd].[Pd]. The product is [F:1][C:2]1[CH:7]=[CH:6][C:5]([C:8]2[CH:9]=[CH:10][CH:11]=[C:12]3[C:16]=2[N:15]([CH2:17][CH2:18][CH3:19])[N:14]=[C:13]3[C:20]2[CH:21]=[CH:22][C:23]([OH:26])=[CH:24][CH:25]=2)=[CH:4][CH:3]=1. The yield is 0.470.